Dataset: Reaction yield outcomes from USPTO patents with 853,638 reactions. Task: Predict the reaction yield, written as a fraction of the theoretical maximum amount of product (1.0 means a 100% yield; for example, 0.34 means a 34% yield). (1) The reactants are [CH3:1][O:2][C:3](=[O:14])[C:4]1[C:5](=[CH:7][CH:8]=[C:9]([C:11](=[O:13])[CH3:12])[CH:10]=1)[OH:6].[C:15](=O)([O-])[O-].[Na+].[Na+].CI.Cl. The catalyst is O.CN(C)C=O. The product is [CH3:1][O:2][C:3](=[O:14])[C:4]1[CH:10]=[C:9]([C:11](=[O:13])[CH3:12])[CH:8]=[CH:7][C:5]=1[O:6][CH3:15]. The yield is 0.965. (2) The reactants are [NH:1]([C:25]([O:27][C:28]([CH3:31])([CH3:30])[CH3:29])=[O:26])[C@@H:2]([C:22]([OH:24])=[O:23])[CH2:3][CH2:4][C:5]([NH:7][C@@H:8]([C:19]([OH:21])=[O:20])[CH2:9][C:10]1[C:18]2[C:13](=[CH:14][CH:15]=[CH:16][CH:17]=2)[NH:12][CH:11]=1)=[O:6].C([O-])([O-])=O.[K+].[K+].[CH2:38](Br)[C:39]1[CH:44]=[CH:43][CH:42]=[CH:41][CH:40]=1. The catalyst is CN(C=O)C. The product is [NH:1]([C:25]([O:27][C:28]([CH3:31])([CH3:30])[CH3:29])=[O:26])[C@@H:2]([C:22]([O:24][CH2:10][C:18]1[CH:13]=[CH:14][CH:15]=[CH:16][CH:17]=1)=[O:23])[CH2:3][CH2:4][C:5]([NH:7][C@@H:8]([C:19]([O:21][CH2:38][C:39]1[CH:44]=[CH:43][CH:42]=[CH:41][CH:40]=1)=[O:20])[CH2:9][C:10]1[C:18]2[C:13](=[CH:14][CH:15]=[CH:16][CH:17]=2)[NH:12][CH:11]=1)=[O:6]. The yield is 1.00.